Dataset: Forward reaction prediction with 1.9M reactions from USPTO patents (1976-2016). Task: Predict the product of the given reaction. Given the reactants C([O:3][C:4](=O)[C:5]([OH:24])([C:20]([F:23])([F:22])[F:21])[CH2:6][C:7]([C:10]1[C:18]2[O:17][CH2:16][CH2:15][C:14]=2[CH:13]=[C:12]([Br:19])[CH:11]=1)([CH3:9])[CH3:8])C.[H-].[Al+3].[Li+].[H-].[H-].[H-], predict the reaction product. The product is: [Br:19][C:12]1[CH:11]=[C:10]([C:7]([CH3:9])([CH3:8])[CH2:6][C:5]([C:20]([F:23])([F:21])[F:22])([OH:24])[CH2:4][OH:3])[C:18]2[O:17][CH2:16][CH2:15][C:14]=2[CH:13]=1.